Dataset: Rat liver microsome stability data. Task: Regression/Classification. Given a drug SMILES string, predict its absorption, distribution, metabolism, or excretion properties. Task type varies by dataset: regression for continuous measurements (e.g., permeability, clearance, half-life) or binary classification for categorical outcomes (e.g., BBB penetration, CYP inhibition). Dataset: rlm. (1) The drug is Cn1c(=O)c(F)c(Nc2ccc(I)cc2F)c2c(=O)n(CCO)cnc21. The result is 1 (stable in rat liver microsomes). (2) The molecule is O=C(O)c1ccnc2cc(C(OCCN3CCCCC3)c3ccccc3Cl)[nH]c12. The result is 0 (unstable in rat liver microsomes). (3) The drug is COc1cc(C2c3cc(O)c(OC)cc3CC3C(=O)OCC32)ccc1O. The result is 1 (stable in rat liver microsomes). (4) The compound is COc1cccc(CNc2ccc(S(=O)(=O)Nc3cccc(C(C)C)c3)cc2)c1O. The result is 1 (stable in rat liver microsomes). (5) The molecule is CCOC(=O)N1CCN(Cc2nc3cc(NC(=O)c4ccc(OC)cc4)ccc3n2C(C)C)CC1. The result is 1 (stable in rat liver microsomes). (6) The compound is Cc1ccc(S(=O)(=O)NCCC(=O)Nc2nc(-c3ccccc3)cs2)cc1. The result is 1 (stable in rat liver microsomes).